Dataset: Forward reaction prediction with 1.9M reactions from USPTO patents (1976-2016). Task: Predict the product of the given reaction. (1) Given the reactants [CH:1]1([C:4]2[NH:8][N:7]=[C:6]([NH:9][C:10]3[C:15]([N+:16]([O-])=O)=[CH:14][C:13]([F:19])=[C:12]([NH:20][C@H:21]([C:23]4[CH:28]=[CH:27][C:26]([F:29])=[CH:25][CH:24]=4)[CH3:22])[CH:11]=3)[CH:5]=2)[CH2:3][CH2:2]1.[Cl-].[NH4+].C([O-])(=O)C.[NH4+], predict the reaction product. The product is: [CH:1]1([C:4]2[NH:8][N:7]=[C:6]([NH:9][C:10]3[CH:11]=[C:12]([NH:20][C@H:21]([C:23]4[CH:24]=[CH:25][C:26]([F:29])=[CH:27][CH:28]=4)[CH3:22])[C:13]([F:19])=[CH:14][C:15]=3[NH2:16])[CH:5]=2)[CH2:3][CH2:2]1. (2) Given the reactants [CH3:1][NH:2][CH2:3][CH2:4][N:5]1[C:11]2[CH:12]=[CH:13][CH:14]=[CH:15][C:10]=2[CH2:9][O:8][C:7]2[CH:16]=[CH:17][CH:18]=[CH:19][C:6]1=2.S(O[CH2:25][CH2:26][C:27]1[CH:32]=[CH:31][CH:30]=[C:29]([N:33]2[CH2:37][CH2:36][CH2:35][CH2:34]2)[CH:28]=1)(=O)(=O)C.C(=O)([O-])[O-].[Na+].[Na+].[I-].[Na+], predict the reaction product. The product is: [CH3:1][N:2]([CH2:3][CH2:4][N:5]1[C:11]2[CH:12]=[CH:13][CH:14]=[CH:15][C:10]=2[CH2:9][O:8][C:7]2[CH:16]=[CH:17][CH:18]=[CH:19][C:6]1=2)[CH2:25][CH2:26][C:27]1[CH:32]=[CH:31][CH:30]=[C:29]([N:33]2[CH2:37][CH2:36][CH2:35][CH2:34]2)[CH:28]=1. (3) The product is: [CH3:33][O:32][CH2:31][C@H:30]([CH3:34])[O:29][C:14]1[CH:13]=[C:12]([C:9]2[NH:8][C:7]([C:5]3[O:6][C@H:2]([CH2:35][O:36][Si:37]([CH:44]([CH3:45])[CH3:46])([CH:38]([CH3:39])[CH3:40])[CH:41]([CH3:42])[CH3:43])[CH2:3][N:4]=3)=[CH:11][CH:10]=2)[CH:17]=[C:16]([O:18][C:19]2[CH:20]=[CH:21][C:22]([S:25]([CH3:28])(=[O:27])=[O:26])=[CH:23][CH:24]=2)[CH:15]=1. Given the reactants O[C@H:2]([CH2:35][O:36][Si:37]([CH:44]([CH3:46])[CH3:45])([CH:41]([CH3:43])[CH3:42])[CH:38]([CH3:40])[CH3:39])[CH2:3][NH:4][C:5]([C:7]1[NH:8][C:9]([C:12]2[CH:17]=[C:16]([O:18][C:19]3[CH:24]=[CH:23][C:22]([S:25]([CH3:28])(=[O:27])=[O:26])=[CH:21][CH:20]=3)[CH:15]=[C:14]([O:29][C@@H:30]([CH3:34])[CH2:31][O:32][CH3:33])[CH:13]=2)=[CH:10][CH:11]=1)=[O:6].CS(O)(=O)=O.C(N(CC)CC)C.C(=O)([O-])O.[Na+], predict the reaction product. (4) Given the reactants [Cl:1][C:2]1[N:7]=[C:6]([C:8]#[C:9][CH3:10])[C:5]([NH2:11])=[C:4]([NH:12][CH2:13][C:14]2[C:19]([CH3:20])=[CH:18][CH:17]=[CH:16][C:15]=2[CH3:21])[CH:3]=1.S([O-])([O-])=O.[Na+].[Na+], predict the reaction product. The product is: [Cl:1][C:2]1[N:7]=[C:6]2[CH:8]=[C:9]([CH3:10])[NH:11][C:5]2=[C:4]([NH:12][CH2:13][C:14]2[C:15]([CH3:21])=[CH:16][CH:17]=[CH:18][C:19]=2[CH3:20])[CH:3]=1. (5) Given the reactants Br[C:2]1[S:3][C:4]([NH:33]C(=O)OC(C)(C)C)=[C:5]([C:7](=[O:32])[NH:8][C:9]2[CH:10]=[N:11][N:12]([CH3:31])[C:13]=2[C@@H:14]2[CH2:20][CH2:19][C@@H:18]([NH:21]C(OC(C)(C)C)=O)[C@@H:17]([O:29][CH3:30])[CH2:16][O:15]2)[N:6]=1.[Cl:41][C:42]1[CH:47]=[CH:46][C:45]([F:48])=[CH:44][C:43]=1B(O)O, predict the reaction product. The product is: [NH2:33][C:4]1[S:3][C:2]([C:46]2[CH:47]=[C:42]([Cl:41])[CH:43]=[CH:44][C:45]=2[F:48])=[N:6][C:5]=1[C:7]([NH:8][C:9]1[CH:10]=[N:11][N:12]([CH3:31])[C:13]=1[C@@H:14]1[CH2:20][CH2:19][C@@H:18]([NH2:21])[C@@H:17]([O:29][CH3:30])[CH2:16][O:15]1)=[O:32]. (6) Given the reactants [CH3:1][C:2]1[CH:3]=[C:4]([C:12]2[CH:17]=[C:16]([C:18]([F:21])([F:20])[F:19])[N:15]3[N:22]=[CH:23][C:24]([C:25](O)=[O:26])=[C:14]3[N:13]=2)[CH:5]=[CH:6][C:7]=1[C:8]([F:11])([F:10])[F:9].[NH2:28][C:29]1[CH:34]=[C:33]([C:35]([NH:37]O)=[NH:36])[CH:32]=[CH:31][N:30]=1, predict the reaction product. The product is: [CH3:1][C:2]1[CH:3]=[C:4]([C:12]2[CH:17]=[C:16]([C:18]([F:21])([F:19])[F:20])[N:15]3[N:22]=[CH:23][C:24]([C:25]4[O:26][N:37]=[C:35]([C:33]5[CH:32]=[CH:31][N:30]=[C:29]([NH2:28])[CH:34]=5)[N:36]=4)=[C:14]3[N:13]=2)[CH:5]=[CH:6][C:7]=1[C:8]([F:10])([F:11])[F:9]. (7) Given the reactants Br[CH2:2][C:3]1[CH:8]=[CH:7][CH:6]=[CH:5][C:4]=1[C:9]1[CH:14]=[CH:13][CH:12]=[CH:11][CH:10]=1.[C-]#N.[K+].C1OCCOCCOCCOCCOCCOC1.[C:36](#[N:38])C, predict the reaction product. The product is: [C:4]1([C:9]2[CH:14]=[CH:13][CH:12]=[CH:11][CH:10]=2)[CH:5]=[CH:6][CH:7]=[CH:8][C:3]=1[CH2:2][C:36]#[N:38]. (8) Given the reactants [C:1]1([CH:7]2[CH2:11][CH2:10][N:9]([C:12]([C:14]3[CH:15]=[N:16][O:17][C:18]=3[C:19]3[CH:24]=[CH:23][C:22](I)=[CH:21][CH:20]=3)=[O:13])[CH2:8]2)[CH:6]=[CH:5][CH:4]=[CH:3][CH:2]=1.[CH3:26][C:27]1(C)C(C)(C)OB(C=C)O1.C(=O)(O)[O-].[Na+], predict the reaction product. The product is: [C:1]1([CH:7]2[CH2:11][CH2:10][N:9]([C:12]([C:14]3[CH:15]=[N:16][O:17][C:18]=3[C:19]3[CH:24]=[CH:23][C:22]([CH:26]=[CH2:27])=[CH:21][CH:20]=3)=[O:13])[CH2:8]2)[CH:6]=[CH:5][CH:4]=[CH:3][CH:2]=1. (9) Given the reactants [C-:1]#[N:2].[K+].CS(O[CH2:9][CH2:10][C:11]([C:27]1[CH:32]=[CH:31][C:30]([Cl:33])=[CH:29][CH:28]=1)([CH:24]1[CH2:26][CH2:25]1)[C:12]1[C:20]2[C:15](=[C:16]([CH2:21][S:22][CH3:23])[CH:17]=[CH:18][CH:19]=2)[NH:14][CH:13]=1)(=O)=O.O, predict the reaction product. The product is: [Cl:33][C:30]1[CH:29]=[CH:28][C:27]([C:11]([CH:24]2[CH2:25][CH2:26]2)([C:12]2[C:20]3[C:15](=[C:16]([CH2:21][S:22][CH3:23])[CH:17]=[CH:18][CH:19]=3)[NH:14][CH:13]=2)[CH2:10][CH2:9][C:1]#[N:2])=[CH:32][CH:31]=1.